This data is from Merck oncology drug combination screen with 23,052 pairs across 39 cell lines. The task is: Regression. Given two drug SMILES strings and cell line genomic features, predict the synergy score measuring deviation from expected non-interaction effect. Drug 1: CCC1(O)CC2CN(CCc3c([nH]c4ccccc34)C(C(=O)OC)(c3cc4c(cc3OC)N(C)C3C(O)(C(=O)OC)C(OC(C)=O)C5(CC)C=CCN6CCC43C65)C2)C1. Drug 2: COC1=C2CC(C)CC(OC)C(O)C(C)C=C(C)C(OC(N)=O)C(OC)C=CC=C(C)C(=O)NC(=CC1=O)C2=O. Cell line: ZR751. Synergy scores: synergy=-21.4.